This data is from Forward reaction prediction with 1.9M reactions from USPTO patents (1976-2016). The task is: Predict the product of the given reaction. (1) Given the reactants [F:1][C:2]1[CH:3]=[C:4]([OH:11])[CH:5]=[CH:6][C:7]=1[N+:8]([O-:10])=[O:9].N12CCCN=C1CCCC[CH2:13]2.IC, predict the reaction product. The product is: [F:1][C:2]1[CH:3]=[C:4]([O:11][CH3:13])[CH:5]=[CH:6][C:7]=1[N+:8]([O-:10])=[O:9]. (2) The product is: [Br:1][C:2]1[CH:7]=[CH:6][C:5]([Cl:8])=[CH:4][C:3]=1[O:9][CH3:10]. Given the reactants [Br:1][C:2]1[CH:7]=[CH:6][C:5]([Cl:8])=[CH:4][C:3]=1[OH:9].[C:10](=O)([O-])[O-].[K+].[K+].CI.CN(C)C=O, predict the reaction product. (3) The product is: [ClH:1].[ClH:1].[CH3:40][C:41]1([CH3:43])[NH:30][C:17]([N:18]([CH2:19][C:20]2[CH:25]=[CH:24][C:23]([NH2:26])=[CH:22][CH:21]=2)[CH3:29])=[N:16][C:15]([NH:14][CH2:3][CH2:4][CH2:5][CH2:6][CH2:7][CH2:8][CH2:9][CH2:10][CH2:11][CH2:12][CH3:13])=[N:31]1. Given the reactants [ClH:1].Cl.[CH2:3]([NH:14][C:15](=[NH:31])[NH:16][C:17](=[NH:30])[N:18]([CH3:29])[CH2:19][C:20]1[CH:25]=[CH:24][C:23]([N+:26]([O-])=O)=[CH:22][CH:21]=1)[CH2:4][CH2:5][CH2:6][CH2:7][CH2:8][CH2:9][CH2:10][CH2:11][CH2:12][CH3:13].S(=O)(=O)(O)O.[Cl-].[Ca+2].[Cl-].[CH3:40][C:41]([CH3:43])=O, predict the reaction product. (4) Given the reactants Br[C:2]1[N:3]=[C:4]([C:9]2[CH:14]=[CH:13][C:12]([F:15])=[CH:11][CH:10]=2)[C:5]([NH2:8])=[N:6][CH:7]=1.ClCCl.C(N(CC)CC)C.[C]=O.[C:28]([O:31][CH2:32]C)(=[O:30])C, predict the reaction product. The product is: [CH3:32][O:31][C:28]([C:2]1[CH:7]=[N:6][C:5]([NH2:8])=[C:4]([C:9]2[CH:14]=[CH:13][C:12]([F:15])=[CH:11][CH:10]=2)[N:3]=1)=[O:30].